This data is from Full USPTO retrosynthesis dataset with 1.9M reactions from patents (1976-2016). The task is: Predict the reactants needed to synthesize the given product. Given the product [NH:16]1[CH2:15][CH:14]([CH2:13][C:12]([NH:11][S:8]([CH2:1][C:2]2[CH:7]=[CH:6][CH:5]=[CH:4][CH:3]=2)(=[O:10])=[O:9])=[O:25])[CH2:17]1, predict the reactants needed to synthesize it. The reactants are: [CH2:1]([S:8]([NH:11][C:12](=[O:25])[CH2:13][CH:14]1[CH2:17][N:16](C(OC(C)(C)C)=O)[CH2:15]1)(=[O:10])=[O:9])[C:2]1[CH:7]=[CH:6][CH:5]=[CH:4][CH:3]=1.C(O)(C(F)(F)F)=O.